Dataset: Full USPTO retrosynthesis dataset with 1.9M reactions from patents (1976-2016). Task: Predict the reactants needed to synthesize the given product. (1) Given the product [O:10]([C:11]1[C:20]2[C:15](=[CH:16][CH:17]=[CH:18][CH:19]=2)[N:14]=[CH:13][N:12]=1)[C:21]1[CH:26]=[CH:25][CH:24]=[CH:23][CH:22]=1, predict the reactants needed to synthesize it. The reactants are: N1([O:10][C:11]2[C:20]3[C:15](=[CH:16][CH:17]=[CH:18][CH:19]=3)[N:14]=[CH:13][N:12]=2)C2C=CC=CC=2N=N1.[C:21]1(B(O)O)[CH:26]=[CH:25][CH:24]=[CH:23][CH:22]=1.C([O-])([O-])=O.[Cs+].[Cs+]. (2) Given the product [CH3:11][O:12][C:13]1[CH:14]=[C:15]([S:19][C:2]2[CH:3]=[CH:4][C:5]([N+:8]([O-:10])=[O:9])=[N:6][CH:7]=2)[CH:16]=[CH:17][CH:18]=1, predict the reactants needed to synthesize it. The reactants are: Br[C:2]1[CH:3]=[CH:4][C:5]([N+:8]([O-:10])=[O:9])=[N:6][CH:7]=1.[CH3:11][O:12][C:13]1[CH:14]=[C:15]([SH:19])[CH:16]=[CH:17][CH:18]=1.C(N(CC)CC)C.